Dataset: Human liver microsome stability data. Task: Regression/Classification. Given a drug SMILES string, predict its absorption, distribution, metabolism, or excretion properties. Task type varies by dataset: regression for continuous measurements (e.g., permeability, clearance, half-life) or binary classification for categorical outcomes (e.g., BBB penetration, CYP inhibition). Dataset: hlm. (1) The compound is CC(=O)N1CCC(NC(=O)c2cc3cc(Cl)ccc3[nH]2)C(NC(=O)c2nc3c(s2)CN(C)CC3)C1. The result is 1 (stable in human liver microsomes). (2) The molecule is CC(C)CC(=O)N[C@H]1CC[C@H](n2nnc3cnc4[nH]ccc4c32)CC1. The result is 0 (unstable in human liver microsomes). (3) The result is 1 (stable in human liver microsomes). The molecule is N#Cc1c(O)nc(OCc2ccccc2Cl)c2cc(F)ccc12. (4) The drug is CCCc1ccncc1C#CCN. The result is 0 (unstable in human liver microsomes). (5) The molecule is CC(C)=CC[C@H]1CN(Cc2ccc(F)cc2)C(=O)C(C2=NS(=O)(=O)c3cc(NS(C)(=O)=O)ccc3N2)=C1O. The result is 1 (stable in human liver microsomes).